From a dataset of Full USPTO retrosynthesis dataset with 1.9M reactions from patents (1976-2016). Predict the reactants needed to synthesize the given product. (1) Given the product [N:10]1[C:11]2[CH:2]([NH:1][CH2:18][C:17]3[CH:20]=[CH:21][C:14]([C:12]#[N:13])=[CH:15][CH:16]=3)[CH2:3][CH2:4][CH2:5][C:6]=2[CH:7]=[CH:8][CH:9]=1, predict the reactants needed to synthesize it. The reactants are: [NH2:1][CH:2]1[C:11]2[N:10]=[CH:9][CH:8]=[CH:7][C:6]=2[CH2:5][CH2:4][CH2:3]1.[C:12]([C:14]1[CH:21]=[CH:20][C:17]([CH:18]=O)=[CH:16][CH:15]=1)#[N:13].C(O[BH-](OC(=O)C)OC(=O)C)(=O)C.[Na+]. (2) Given the product [Cl:10][C:7]1[CH:8]=[CH:9][C:2]([NH:1][C:20](=[O:23])[O:21][CH3:22])=[C:3]([C:4]#[N:5])[CH:6]=1, predict the reactants needed to synthesize it. The reactants are: [NH2:1][C:2]1[CH:9]=[CH:8][C:7]([Cl:10])=[CH:6][C:3]=1[C:4]#[N:5].CN(C1C=CC=CN=1)C.[C:20](Cl)(=[O:23])[O:21][CH3:22].O. (3) The reactants are: [CH3:1][O:2][C:3]1[CH:4]=[C:5]([C@@H:9]([N:11]([CH3:20])[C@H:12]([C:14]2[CH:19]=[CH:18][CH:17]=[CH:16][CH:15]=2)[CH3:13])[CH3:10])[CH:6]=[CH:7][CH:8]=1.[CH3:21]N(C)C=O.C[I:27]. Given the product [I-:27].[CH3:1][O:2][C:3]1[CH:4]=[C:5]([C@@H:9]([N+:11]([CH3:21])([CH3:20])[C@H:12]([C:14]2[CH:19]=[CH:18][CH:17]=[CH:16][CH:15]=2)[CH3:13])[CH3:10])[CH:6]=[CH:7][CH:8]=1, predict the reactants needed to synthesize it. (4) Given the product [Cl:1][C:2]1[CH:7]=[C:6]([C:8]([F:10])([F:9])[F:11])[CH:5]=[CH:4][C:3]=1[C:12]1[C:13](=[O:32])[O:14][C:15]2[C:20]([C:21]=1[CH2:22][C:23]1[CH:28]=[CH:27][C:26]([O:29][CH2:35][CH2:36][N:37]3[CH2:41][CH2:40][CH2:39][CH2:38]3)=[CH:25][CH:24]=1)=[CH:19][CH:18]=[C:17]([O:30][CH3:31])[CH:16]=2, predict the reactants needed to synthesize it. The reactants are: [Cl:1][C:2]1[CH:7]=[C:6]([C:8]([F:11])([F:10])[F:9])[CH:5]=[CH:4][C:3]=1[C:12]1[C:13](=[O:32])[O:14][C:15]2[C:20]([C:21]=1[CH2:22][C:23]1[CH:28]=[CH:27][C:26]([OH:29])=[CH:25][CH:24]=1)=[CH:19][CH:18]=[C:17]([O:30][CH3:31])[CH:16]=2.Cl.Cl[CH2:35][CH2:36][N:37]1[CH2:41][CH2:40][CH2:39][CH2:38]1.C([O-])([O-])=O.[K+].[K+].[2H]C(Cl)(Cl)Cl.O. (5) Given the product [CH3:22][C:23]1[N:24]=[C:25]([N:33]2[CH2:37][CH2:36][N:35]([CH2:3][C:10]3[CH:9]=[CH:6][CH:5]=[CH:4][N:18]=3)[C:34]2=[O:38])[S:26][C:27]=1[C:28]([O:30][CH2:31][CH3:32])=[O:29], predict the reactants needed to synthesize it. The reactants are: FC(F)(F)[C:3]1[CH:10]=[CH:9][C:6](CBr)=[CH:5][CH:4]=1.Cl.BrCC1C=[N:18]C=CC=1.[CH3:22][C:23]1[N:24]=[C:25]([N:33]2[CH2:37][CH2:36][NH:35][C:34]2=[O:38])[S:26][C:27]=1[C:28]([O:30][CH2:31][CH3:32])=[O:29].